From a dataset of Reaction yield outcomes from USPTO patents with 853,638 reactions. Predict the reaction yield, written as a fraction of the theoretical maximum amount of product (1.0 means a 100% yield; for example, 0.34 means a 34% yield). The reactants are [NH2:1][C:2]1[N:7]=[CH:6][C:5]([C:8]2[CH:9]=[C:10]([NH2:19])[C:11]([NH:14][C:15]([CH3:18])([CH3:17])[CH3:16])=[CH:12][CH:13]=2)=[CH:4][N:3]=1.[O:20]1[C:24]([C:25]2[CH:32]=[CH:31][CH:30]=[CH:29][C:26]=2[CH:27]=O)=[CH:23][CH:22]=[N:21]1.OOS([O-])=O.[K+].S([O-])([O-])(=O)=S.[Na+].[Na+]. The catalyst is CN(C=O)C.O. The product is [C:15]([N:14]1[C:11]2[CH:12]=[CH:13][C:8]([C:5]3[CH:4]=[N:3][C:2]([NH2:1])=[N:7][CH:6]=3)=[CH:9][C:10]=2[N:19]=[C:27]1[C:26]1[CH:29]=[CH:30][CH:31]=[CH:32][C:25]=1[C:24]1[O:20][N:21]=[CH:22][CH:23]=1)([CH3:16])([CH3:18])[CH3:17]. The yield is 0.310.